From a dataset of Reaction yield outcomes from USPTO patents with 853,638 reactions. Predict the reaction yield, written as a fraction of the theoretical maximum amount of product (1.0 means a 100% yield; for example, 0.34 means a 34% yield). (1) The reactants are C([C:4]1[CH:5]=[N:6][N:7]([C:10]2[CH:15]=[C:14]([C:16]([OH:18])=[O:17])[CH:13]=[CH:12][N:11]=2)[C:8]=1[OH:9])(O)=O. The catalyst is Cl. The product is [OH:9][C:8]1[N:7]([C:10]2[CH:15]=[C:14]([CH:13]=[CH:12][N:11]=2)[C:16]([OH:18])=[O:17])[N:6]=[CH:5][CH:4]=1. The yield is 0.470. (2) The reactants are [CH3:1][N:2]1[CH2:6][CH2:5][CH2:4][C@H:3]1[CH2:7][O:8][C:9]1[CH:21]=[CH:20][C:12]([C:13]([O:15][C:16]([CH3:19])([CH3:18])[CH3:17])=[O:14])=[C:11]([NH:22][CH:23]2[CH2:28][CH2:27][O:26][CH2:25][CH2:24]2)[CH:10]=1.[C:29](O[C:29]([C:31]([F:34])([F:33])[F:32])=[O:30])([C:31]([F:34])([F:33])[F:32])=[O:30]. The catalyst is C(Cl)Cl. The product is [CH3:1][N:2]1[CH2:6][CH2:5][CH2:4][C@H:3]1[CH2:7][O:8][C:9]1[CH:21]=[CH:20][C:12]([C:13]([O:15][C:16]([CH3:19])([CH3:17])[CH3:18])=[O:14])=[C:11]([N:22]([CH:23]2[CH2:28][CH2:27][O:26][CH2:25][CH2:24]2)[C:29](=[O:30])[C:31]([F:34])([F:33])[F:32])[CH:10]=1. The yield is 0.870. (3) The product is [CH2:6]([NH:8][C:26](=[O:27])[CH2:25][CH:22]1[S:21][C:20]([C:17]2[NH:18][C:19]3[C:15]([CH:16]=2)=[CH:14][C:13]([O:29][C:30]2[CH:31]=[N:32][C:33]([S:36]([CH3:39])(=[O:38])=[O:37])=[CH:34][CH:35]=2)=[CH:12][C:11]=3[CH2:9][CH3:10])=[N:24][CH2:23]1)[CH3:7]. The catalyst is O.CN(C)C=O. The reactants are O1CCCC1.[CH2:6]([NH2:8])[CH3:7].[CH2:9]([C:11]1[CH:12]=[C:13]([O:29][C:30]2[CH:31]=[N:32][C:33]([S:36]([CH3:39])(=[O:38])=[O:37])=[CH:34][CH:35]=2)[CH:14]=[C:15]2[C:19]=1[NH:18][C:17]([C:20]1[S:21][CH:22]([CH2:25][C:26](O)=[O:27])[CH2:23][N:24]=1)=[CH:16]2)[CH3:10].ON1C2C=CC=CC=2N=N1.Cl.C(N=C=NCCCN(C)C)C. The yield is 0.440. (4) The reactants are C1(P(C2C=CC=CC=2)(C2C=CC=CC=2)=[CH:8][C:9]([O:11][CH2:12][CH3:13])=[O:10])C=CC=CC=1.[CH:26]1([CH:30]=O)[CH2:29][CH2:28][CH2:27]1. The catalyst is ClCCl. The product is [CH:26]1(/[CH:30]=[CH:8]/[C:9]([O:11][CH2:12][CH3:13])=[O:10])[CH2:27][CH2:28][CH2:29]1. The yield is 0.230. (5) The reactants are C(NC(C)C)(C)C.C([Li])CCC.[F:13][C:14]1[CH:19]=[CH:18][C:17]([CH3:20])=[CH:16][N:15]=1.[I:21]I. The catalyst is C1COCC1. The product is [F:13][C:14]1[C:19]([I:21])=[CH:18][C:17]([CH3:20])=[CH:16][N:15]=1. The yield is 0.610. (6) The reactants are CN(C(ON1N=NC2C=CC=NC1=2)=[N+](C)C)C.F[P-](F)(F)(F)(F)F.C(N(CC)CC)C.[F:32][C:33]([F:44])([F:43])[C:34]1[CH:42]=[CH:41][C:37]([C:38]([OH:40])=O)=[CH:36][CH:35]=1.[CH3:45][N:46]1[C:50]([C:51]2[CH:52]=[C:53]([NH2:66])[CH:54]=[CH:55][C:56]=2[O:57][CH2:58][CH2:59][N:60]2[CH2:65][CH2:64][O:63][CH2:62][CH2:61]2)=[CH:49][CH:48]=[N:47]1. The catalyst is C1COCC1. The product is [CH3:45][N:46]1[C:50]([C:51]2[CH:52]=[C:53]([NH:66][C:38](=[O:40])[C:37]3[CH:36]=[CH:35][C:34]([C:33]([F:32])([F:44])[F:43])=[CH:42][CH:41]=3)[CH:54]=[CH:55][C:56]=2[O:57][CH2:58][CH2:59][N:60]2[CH2:65][CH2:64][O:63][CH2:62][CH2:61]2)=[CH:49][CH:48]=[N:47]1. The yield is 0.280. (7) The reactants are [OH:1][CH2:2][CH2:3][N:4]1[C:8]2[CH:9]=[CH:10][CH:11]=[CH:12][C:7]=2[N:6]=[C:5]1[CH2:13][N:14]1[C:18]2[CH:19]=[CH:20][CH:21]=[CH:22][C:17]=2[N:16]=[N:15]1.C(N(C(C)C)CC)(C)C.[CH3:32][S:33](Cl)(=[O:35])=[O:34]. The catalyst is C(Cl)Cl. The product is [CH3:32][S:33]([O:1][CH2:2][CH2:3][N:4]1[C:8]2[CH:9]=[CH:10][CH:11]=[CH:12][C:7]=2[N:6]=[C:5]1[CH2:13][N:14]1[C:18]2[CH:19]=[CH:20][CH:21]=[CH:22][C:17]=2[N:16]=[N:15]1)(=[O:35])=[O:34]. The yield is 0.580. (8) The reactants are [C:1]1([CH2:17]O)[C:14]2[C:15]3=[C:16]4[C:11](=[CH:12][CH:13]=2)[CH:10]=[CH:9][CH:8]=[C:7]4[CH:6]=[CH:5][C:4]3=[CH:3][CH:2]=1.C1C2C3=C4C(=CC=2)C=CC=C4C=CC3=CC=1.[BH4-].[Na+].S(Cl)([Cl:39])=O. No catalyst specified. The product is [Cl:39][CH2:17][C:1]1[C:14]2[C:15]3=[C:16]4[C:11](=[CH:12][CH:13]=2)[CH:10]=[CH:9][CH:8]=[C:7]4[CH:6]=[CH:5][C:4]3=[CH:3][CH:2]=1. The yield is 0.980.